This data is from Forward reaction prediction with 1.9M reactions from USPTO patents (1976-2016). The task is: Predict the product of the given reaction. (1) The product is: [C:1]([O:5][C:6](=[O:15])[NH:7][C:8]1[C:13]([C:23](=[O:24])[C:22]([F:32])([F:31])[F:21])=[CH:12][CH:11]=[C:10]([Cl:14])[N:9]=1)([CH3:4])([CH3:2])[CH3:3]. Given the reactants [C:1]([O:5][C:6](=[O:15])[NH:7][C:8]1[CH:13]=[CH:12][CH:11]=[C:10]([Cl:14])[N:9]=1)([CH3:4])([CH3:3])[CH3:2].C([Li])CCC.[F:21][C:22]([F:32])([F:31])[C:23](N1CCOCC1)=[O:24].[Cl-].[NH4+], predict the reaction product. (2) Given the reactants [F-].[K+].CN(C=O)C.[F:8][C:9]([Si](C)(C)C)([F:11])[F:10].[Br:16][C:17]1[CH:22]=[N:21][C:20](I)=[CH:19][N:18]=1, predict the reaction product. The product is: [Br:16][C:17]1[CH:22]=[N:21][C:20]([C:9]([F:11])([F:10])[F:8])=[CH:19][N:18]=1. (3) Given the reactants [C:1](#[N:5])[CH2:2][C:3]#[N:4].[H-].[Na+].[CH2:8]=[C:9]1[O:12][C:11](=[O:13])[CH2:10]1.Cl, predict the reaction product. The product is: [NH2:4][C:3]1[O:12][C:9]([CH3:8])=[CH:10][C:11](=[O:13])[C:2]=1[C:1]#[N:5]. (4) Given the reactants [C:1]1([C:7]2[C:8]([C:12]([O:14][CH3:15])=[O:13])=[CH:9][NH:10][CH:11]=2)[CH:6]=[CH:5][CH:4]=[CH:3][CH:2]=1.[Br:16]N1C(=O)CCC1=O, predict the reaction product. The product is: [Br:16][C:11]1[NH:10][CH:9]=[C:8]([C:12]([O:14][CH3:15])=[O:13])[C:7]=1[C:1]1[CH:2]=[CH:3][CH:4]=[CH:5][CH:6]=1. (5) Given the reactants [C:1](Cl)(=O)[C:2]([Cl:4])=[O:3].[N+:7]([C:10]1[CH:15]=[CH:14][C:13](CC(O)=O)=[CH:12][CH:11]=1)([O-:9])=[O:8].CN(C=O)C, predict the reaction product. The product is: [N+:7]([C:10]1[CH:15]=[CH:14][C:13]([CH2:1][C:2]([Cl:4])=[O:3])=[CH:12][CH:11]=1)([O-:9])=[O:8]. (6) Given the reactants [NH2:1][CH2:2][CH2:3][N:4]1[C:12]([C:13]2[CH:18]=[CH:17][CH:16]=[C:15](Cl)[CH:14]=2)=[C:11]2[C:6]([N:7]([CH3:23])[C:8](=[O:22])[N:9]([CH3:21])[C:10]2=[O:20])=[CH:5]1.BrC1C=CC=C([C:31]([F:34])([F:33])[F:32])C=1, predict the reaction product. The product is: [NH2:1][CH2:2][CH2:3][N:4]1[C:12]([C:13]2[CH:18]=[CH:17][CH:16]=[C:15]([C:31]([F:34])([F:33])[F:32])[CH:14]=2)=[C:11]2[C:6]([N:7]([CH3:23])[C:8](=[O:22])[N:9]([CH3:21])[C:10]2=[O:20])=[CH:5]1.